This data is from Reaction yield outcomes from USPTO patents with 853,638 reactions. The task is: Predict the reaction yield, written as a fraction of the theoretical maximum amount of product (1.0 means a 100% yield; for example, 0.34 means a 34% yield). (1) The reactants are [C:1]([C:5]1[CH:10]=[C:9](Br)[C:8]([N+:12]([O-:14])=[O:13])=[CH:7][C:6]=1[OH:15])([CH3:4])([CH3:3])[CH3:2].[CH2:16]([O:18][C:19]1[CH:24]=[CH:23][CH:22]=[CH:21][C:20]=1B(O)O)[CH3:17].C(=O)([O-])[O-].[K+].[K+].O. The catalyst is CN(C=O)C.C1C=CC([P]([Pd]([P](C2C=CC=CC=2)(C2C=CC=CC=2)C2C=CC=CC=2)([P](C2C=CC=CC=2)(C2C=CC=CC=2)C2C=CC=CC=2)[P](C2C=CC=CC=2)(C2C=CC=CC=2)C2C=CC=CC=2)(C2C=CC=CC=2)C2C=CC=CC=2)=CC=1. The product is [C:1]([C:5]1[CH:10]=[C:9]([C:20]2[CH:21]=[CH:22][CH:23]=[CH:24][C:19]=2[O:18][CH2:16][CH3:17])[C:8]([N+:12]([O-:14])=[O:13])=[CH:7][C:6]=1[OH:15])([CH3:4])([CH3:3])[CH3:2]. The yield is 0.920. (2) The reactants are F[C:2]1[CH:9]=[C:8]([F:10])[CH:7]=[CH:6][C:3]=1[C:4]#[N:5].Cl.[NH2:12][CH2:13][C:14]([O:16][CH2:17][CH3:18])=[O:15].C(=O)([O-])[O-].[K+].[K+].CC(C)([O-])C.[K+]. The catalyst is O.CN1CCCC1=O. The product is [NH2:5][C:4]1[C:3]2[C:2](=[CH:9][C:8]([F:10])=[CH:7][CH:6]=2)[NH:12][C:13]=1[C:14]([O:16][CH2:17][CH3:18])=[O:15]. The yield is 0.0750. (3) The reactants are [NH2:1][CH2:2][CH2:3][O:4][C@@H:5]([C:19]1[CH:24]=[CH:23][C:22]([F:25])=[C:21]([Cl:26])[CH:20]=1)[C@@H:6]1[CH2:11][CH2:10][CH2:9][N:8]([C:12]([O:14][C:15]([CH3:18])([CH3:17])[CH3:16])=[O:13])[CH2:7]1.CCN(CC)CC.Cl[C:35]([O:37][CH3:38])=[O:36].O. The catalyst is CN(C1C=CN=CC=1)C.C(Cl)Cl. The product is [Cl:26][C:21]1[CH:20]=[C:19]([C@H:5]([O:4][CH2:3][CH2:2][NH:1][C:35]([O:37][CH3:38])=[O:36])[C@@H:6]2[CH2:11][CH2:10][CH2:9][N:8]([C:12]([O:14][C:15]([CH3:18])([CH3:17])[CH3:16])=[O:13])[CH2:7]2)[CH:24]=[CH:23][C:22]=1[F:25]. The yield is 0.0430.